Dataset: Catalyst prediction with 721,799 reactions and 888 catalyst types from USPTO. Task: Predict which catalyst facilitates the given reaction. (1) Reactant: [C:1]([O:5][C:6]([NH:8][C@@H:9]([C:17]([OH:19])=O)[CH2:10][C:11]1[CH:12]=[N:13][CH:14]=[CH:15][CH:16]=1)=[O:7])([CH3:4])([CH3:3])[CH3:2].[CH2:20]([NH:27][CH2:28][C:29]([O:31][CH2:32][CH3:33])=[O:30])[C:21]1[CH:26]=[CH:25][CH:24]=[CH:23][CH:22]=1.CCN=C=NCCCN(C)C.Cl.C1C=CC2N(O)N=NC=2C=1.C(=O)([O-])O.[Na+]. Product: [C:1]([O:5][C:6]([NH:8][C@@H:9]([C:17]([N:27]([CH2:20][C:21]1[CH:22]=[CH:23][CH:24]=[CH:25][CH:26]=1)[CH2:28][C:29]([O:31][CH2:32][CH3:33])=[O:30])=[O:19])[CH2:10][C:11]1[CH:12]=[N:13][CH:14]=[CH:15][CH:16]=1)=[O:7])([CH3:2])([CH3:3])[CH3:4]. The catalyst class is: 3. (2) Reactant: [F:1][C:2]1[CH:3]=[C:4]2[C:9](=[CH:10][C:11]=1[C:12]([F:15])([F:14])[F:13])[N:8]=[CH:7][C:6]([C:16]([O:18]CC)=[O:17])=[CH:5]2.[OH-].[Na+].Cl. Product: [F:1][C:2]1[CH:3]=[C:4]2[C:9](=[CH:10][C:11]=1[C:12]([F:15])([F:13])[F:14])[N:8]=[CH:7][C:6]([C:16]([OH:18])=[O:17])=[CH:5]2. The catalyst class is: 8. (3) Reactant: [CH3:1][O:2][CH2:3][CH:4]1[CH2:9][N:8](C(OC(C)(C)C)=O)[CH2:7][CH2:6][N:5]1C(OC(C)(C)C)=O.Cl. Product: [CH3:1][O:2][CH2:3][CH:4]1[CH2:9][NH:8][CH2:7][CH2:6][NH:5]1. The catalyst class is: 5. (4) Reactant: [CH3:1][O:2][C:3](=[O:32])[C:4]([NH:7][C:8]([C:10]1[C:15]([O:16]CC2C=CC=CC=2)=[CH:14][C:13]([O:24]CC2C=CC=CC=2)=[CH:12][N:11]=1)=[O:9])([CH3:6])[CH3:5]. The catalyst class is: 19. Product: [CH3:1][O:2][C:3](=[O:32])[C:4]([NH:7][C:8]([C:10]1[C:15]([OH:16])=[CH:14][C:13]([OH:24])=[CH:12][N:11]=1)=[O:9])([CH3:6])[CH3:5]. (5) Reactant: [Cl:1][C:2]1[CH:7]=[CH:6][CH:5]=[CH:4][C:3]=1[C:8]1[CH:19]=[C:18]2[C:14]([CH:15]=[C:16]([CH:21]([F:23])[F:22])[N:17]2[CH3:20])=[C:13]2[C:9]=1[C:10](=[O:25])[NH:11][C:12]2=[O:24].[Cl:26]N1C(=O)CCC1=O.C(OCC)(=O)C. Product: [Cl:26][C:15]1[C:14]2[C:18](=[CH:19][C:8]([C:3]3[CH:4]=[CH:5][CH:6]=[CH:7][C:2]=3[Cl:1])=[C:9]3[C:13]=2[C:12](=[O:24])[NH:11][C:10]3=[O:25])[N:17]([CH3:20])[C:16]=1[CH:21]([F:23])[F:22]. The catalyst class is: 9. (6) Reactant: [CH2:1]([N:8]1[CH:12]=[C:11]([C:13]2[NH:21][C:20]3[C:19](=[O:22])[N:18]([CH2:23][CH2:24][CH3:25])[C:17](Cl)=[N:16][C:15]=3[N:14]=2)[CH:10]=[N:9]1)[C:2]1[CH:7]=[CH:6][CH:5]=[CH:4][CH:3]=1. Product: [CH2:1]([N:8]1[CH:12]=[C:11]([C:13]2[NH:21][C:20]3[C:19](=[O:22])[N:18]([CH2:23][CH2:24][CH3:25])[CH:17]=[N:16][C:15]=3[N:14]=2)[CH:10]=[N:9]1)[C:2]1[CH:7]=[CH:6][CH:5]=[CH:4][CH:3]=1. The catalyst class is: 29.